Dataset: Catalyst prediction with 721,799 reactions and 888 catalyst types from USPTO. Task: Predict which catalyst facilitates the given reaction. (1) Reactant: [CH3:1][O:2][C:3]1[CH:4]=[C:5]([NH:11][C:12](=[O:26])[CH2:13][N:14]2[C:18]3[C:19]([C:23](O)=[O:24])=[CH:20][CH:21]=[CH:22][C:17]=3[N:16]=[CH:15]2)[CH:6]=[C:7]([O:9][CH3:10])[CH:8]=1.[CH2:27]([N:29](CC)CC)[CH3:28].C(OC(Cl)=O)C(C)C.[Cl-].C([NH3+])C. Product: [CH3:10][O:9][C:7]1[CH:6]=[C:5]([NH:11][C:12](=[O:26])[CH2:13][N:14]2[C:18]3[C:19]([C:23]([NH:29][CH2:27][CH3:28])=[O:24])=[CH:20][CH:21]=[CH:22][C:17]=3[N:16]=[CH:15]2)[CH:4]=[C:3]([O:2][CH3:1])[CH:8]=1. The catalyst class is: 3. (2) Reactant: [C:1]1([NH:7][C:8]([C:10]2[CH:15]=[C:14]([N:16]3[CH2:20][CH2:19][CH:18]([OH:21])[CH2:17]3)[CH:13]=[CH:12][N:11]=2)=[O:9])[CH:6]=[CH:5][CH:4]=[CH:3][CH:2]=1.C(N(C(C)C)CC)(C)C.Cl.C(Cl)(Cl)Cl. Product: [C:1]1([NH:7][C:8]([C:10]2[CH:15]=[C:14]([N:16]3[CH2:20][CH2:19][C:18](=[O:21])[CH2:17]3)[CH:13]=[CH:12][N:11]=2)=[O:9])[CH:2]=[CH:3][CH:4]=[CH:5][CH:6]=1. The catalyst class is: 764. (3) The catalyst class is: 58. Reactant: ClC(Cl)(Cl)[C:3]([C:5]1[N:14]2[C:8]([CH2:9][N:10]([C:19]([C:21]3[CH:26]=[CH:25][C:24]([C:27]4[CH:32]=[CH:31][CH:30]=[CH:29][C:28]=4[CH3:33])=[C:23]([CH3:34])[CH:22]=3)=[O:20])[C:11]3[CH:18]=[CH:17][CH:16]=[CH:15][C:12]=3[CH2:13]2)=[CH:7][CH:6]=1)=[O:4].[NH2:37][C:38]1[CH:39]=[C:40]([CH:43]=[CH:44][CH:45]=1)[CH2:41][NH2:42]. Product: [NH2:37][C:38]1[CH:39]=[C:40]([CH:43]=[CH:44][CH:45]=1)[CH2:41][NH:42][C:3]([C:5]1[N:14]2[C:8]([CH2:9][N:10]([C:19]([C:21]3[CH:26]=[CH:25][C:24]([C:27]4[CH:32]=[CH:31][CH:30]=[CH:29][C:28]=4[CH3:33])=[C:23]([CH3:34])[CH:22]=3)=[O:20])[C:11]3[CH:18]=[CH:17][CH:16]=[CH:15][C:12]=3[CH2:13]2)=[CH:7][CH:6]=1)=[O:4]. (4) Reactant: N1C=CC=CC=1.[F:7][C:8]1[CH:15]=[C:12]([CH:13]=O)[C:11]([OH:16])=[CH:10][CH:9]=1.Cl.[NH2:18][OH:19].Cl. Product: [F:7][C:8]1[CH:9]=[CH:10][C:11]([OH:16])=[C:12]([CH:15]=1)[CH:13]=[N:18][OH:19]. The catalyst class is: 8. (5) Reactant: [NH2:1][C:2]1[C:3]([C:16]([NH:18][C@H:19]2[CH2:24][CH2:23][CH2:22][N:21](C(OC(C)(C)C)=O)[CH2:20]2)=[O:17])=[N:4][C:5]([C:8]2[CH:13]=[CH:12][CH:11]=[C:10]([CH2:14][NH2:15])[CH:9]=2)=[CH:6][N:7]=1.[F:32][C:33]1[CH:41]=[CH:40][C:36]([C:37](O)=[O:38])=[CH:35][CH:34]=1.C1C=CC2N(O)N=NC=2C=1.CCN=C=NCCCN(C)C. Product: [NH2:1][C:2]1[C:3]([C:16]([NH:18][C@H:19]2[CH2:24][CH2:23][CH2:22][NH:21][CH2:20]2)=[O:17])=[N:4][C:5]([C:8]2[CH:13]=[CH:12][CH:11]=[C:10]([CH2:14][NH:15][C:37]([C:36]3[CH:40]=[CH:41][C:33]([F:32])=[CH:34][CH:35]=3)=[O:38])[CH:9]=2)=[CH:6][N:7]=1. The catalyst class is: 18. (6) Reactant: [CH3:1][C:2]1[CH:3]=[C:4]([C:14]2[N:18]=[C:17]([C:19]3[S:20][CH:21]=[C:22]([CH2:25][CH:26]([CH3:28])[CH3:27])[C:23]=3[CH3:24])[O:16][N:15]=2)[CH:5]=[C:6]([CH3:13])[C:7]=1[O:8][CH2:9][CH:10]1[CH2:12][O:11]1.C1COCC1.[NH3:34]. Product: [NH2:34][CH2:12][CH:10]([OH:11])[CH2:9][O:8][C:7]1[C:2]([CH3:1])=[CH:3][C:4]([C:14]2[N:18]=[C:17]([C:19]3[S:20][CH:21]=[C:22]([CH2:25][CH:26]([CH3:27])[CH3:28])[C:23]=3[CH3:24])[O:16][N:15]=2)=[CH:5][C:6]=1[CH3:13]. The catalyst class is: 273. (7) Reactant: [Cl:1][C:2]1[CH:3]=[C:4]([CH:9]([N:11]([CH3:29])[C:12](=[O:28])[CH2:13][CH:14]([C:21]2[CH:26]=[CH:25][C:24]([F:27])=[CH:23][CH:22]=2)[CH:15]2[CH2:20][CH2:19][NH:18][CH2:17][CH2:16]2)[CH3:10])[CH:5]=[C:6]([Cl:8])[CH:7]=1.CCN(C(C)C)C(C)C.[CH3:39][O:40][CH2:41][CH2:42]Br.O. Product: [Cl:1][C:2]1[CH:3]=[C:4]([CH:9]([N:11]([CH3:29])[C:12](=[O:28])[CH2:13][CH:14]([C:21]2[CH:22]=[CH:23][C:24]([F:27])=[CH:25][CH:26]=2)[CH:15]2[CH2:20][CH2:19][N:18]([CH2:42][CH2:41][O:40][CH3:39])[CH2:17][CH2:16]2)[CH3:10])[CH:5]=[C:6]([Cl:8])[CH:7]=1. The catalyst class is: 10.